From a dataset of Forward reaction prediction with 1.9M reactions from USPTO patents (1976-2016). Predict the product of the given reaction. (1) Given the reactants [CH3:1][O:2][CH2:3][CH:4]([CH2:35][O:36][CH3:37])[O:5][C:6]1[CH:7]=[C:8]([O:24][C:25]2[CH:30]=[CH:29][C:28]([S:31]([CH3:34])(=[O:33])=[O:32])=[CH:27][N:26]=2)[CH:9]=[C:10]2[C:14]=1[NH:13][C:12]([C:15]1[S:16][CH:17]([CH2:20][C:21](O)=[O:22])[CH2:18][N:19]=1)=[CH:11]2.Cl.[CH2:39]([N:41]=C=NCCCN(C)C)C.ON1C2C=CC=CC=2N=N1.[Cl-].C[NH3+], predict the reaction product. The product is: [CH3:37][O:36][CH2:35][CH:4]([CH2:3][O:2][CH3:1])[O:5][C:6]1[CH:7]=[C:8]([O:24][C:25]2[CH:30]=[CH:29][C:28]([S:31]([CH3:34])(=[O:33])=[O:32])=[CH:27][N:26]=2)[CH:9]=[C:10]2[C:14]=1[NH:13][C:12]([C:15]1[S:16][CH:17]([CH2:20][C:21]([NH:41][CH3:39])=[O:22])[CH2:18][N:19]=1)=[CH:11]2. (2) Given the reactants Br[C:2]1[C:3]([NH2:9])=[N:4][CH:5]=[C:6]([Br:8])[N:7]=1.CC1(C)C(C)(C)OB([C:18]2[N:19]([C:27]([O:29][C:30]([CH3:33])([CH3:32])[CH3:31])=[O:28])[C:20]3[C:25]([CH:26]=2)=[CH:24][CH:23]=[CH:22][CH:21]=3)O1.[C:35]([O-:38])([OH:37])=O.[Na+].C1(P([C:53]2[CH:58]=[CH:57]C=CC=2)C2C=CC=CC=2)C=CC=CC=1.[CH3:59][C:60]([O:63][C:64](OC(OC(C)(C)C)=O)=[O:65])([CH3:62])[CH3:61].[CH2:74](COC)OC, predict the reaction product. The product is: [C:58]([O:37][C:35]([N:9]([C:64]([O:63][C:60]([CH3:62])([CH3:59])[CH3:61])=[O:65])[C:3]1[C:2]([C:18]2[N:19]([C:27]([O:29][C:30]([CH3:31])([CH3:32])[CH3:33])=[O:28])[C:20]3[C:25]([CH:26]=2)=[CH:24][CH:23]=[CH:22][CH:21]=3)=[N:7][C:6]([Br:8])=[CH:5][N:4]=1)=[O:38])([CH3:57])([CH3:53])[CH3:74]. (3) Given the reactants Cl.Cl.[CH3:3][O:4][CH2:5][CH:6]1[CH2:11][NH:10][CH2:9][CH2:8][NH:7]1.C(N(CC)CC)C.[C:19]1([C:25](Cl)([C:32]2[CH:37]=[CH:36][CH:35]=[CH:34][CH:33]=2)[C:26]2[CH:31]=[CH:30][CH:29]=[CH:28][CH:27]=2)[CH:24]=[CH:23][CH:22]=[CH:21][CH:20]=1, predict the reaction product. The product is: [CH3:3][O:4][CH2:5][CH:6]1[CH2:11][N:10]([C:25]([C:19]2[CH:24]=[CH:23][CH:22]=[CH:21][CH:20]=2)([C:32]2[CH:33]=[CH:34][CH:35]=[CH:36][CH:37]=2)[C:26]2[CH:27]=[CH:28][CH:29]=[CH:30][CH:31]=2)[CH2:9][CH2:8][NH:7]1. (4) Given the reactants [CH3:1][O:2][C:3]1[CH:8]=[CH:7][C:6](Cl)=[CH:5][CH:4]=1.[CH3:10][O:11][C:12]1[CH:17]=[CH:16][C:15]([C:18](=[O:21])[CH2:19][CH3:20])=[CH:14][CH:13]=1.C(O[Na])(C)(C)C, predict the reaction product. The product is: [CH3:10][O:11][C:12]1[CH:17]=[CH:16][C:15]([C:18](=[O:21])[CH:19]([C:6]2[CH:7]=[CH:8][C:3]([O:2][CH3:1])=[CH:4][CH:5]=2)[CH3:20])=[CH:14][CH:13]=1. (5) Given the reactants [NH:1]1[CH2:6][CH2:5][CH2:4][CH:3]([C:7]([O:9][CH2:10][CH3:11])=[O:8])[CH2:2]1.[CH:12]1[C:21]2[C:16](=[CH:17][CH:18]=[CH:19][CH:20]=2)[CH:15]=[CH:14][C:13]=1[S:22](Cl)(=[O:24])=[O:23], predict the reaction product. The product is: [CH:12]1[C:21]2[C:16](=[CH:17][CH:18]=[CH:19][CH:20]=2)[CH:15]=[CH:14][C:13]=1[S:22]([N:1]1[CH2:6][CH2:5][CH2:4][CH:3]([C:7]([O:9][CH2:10][CH3:11])=[O:8])[CH2:2]1)(=[O:23])=[O:24]. (6) Given the reactants [CH3:1][C:2]1[CH:7]=[CH:6][C:5]([C:8]2[CH:13]=[CH:12][C:11]([C:14]([OH:16])=[O:15])=[CH:10][CH:9]=2)=[CH:4][CH:3]=1.C(Cl)(=O)C(Cl)=O.O[C:24]1[CH:31]=[CH:30][C:27]([CH:28]=[O:29])=[CH:26][CH:25]=1, predict the reaction product. The product is: [CH3:1][C:2]1[CH:7]=[CH:6][C:5]([C:8]2[CH:13]=[CH:12][C:11]([C:14]([O:16][C:24]3[CH:31]=[CH:30][C:27]([CH:28]=[O:29])=[CH:26][CH:25]=3)=[O:15])=[CH:10][CH:9]=2)=[CH:4][CH:3]=1. (7) Given the reactants [NH2:1][C:2]1[CH:7]=[CH:6][C:5]([O:8][C:9]([F:12])([F:11])[F:10])=[CH:4][C:3]=1[C:13]([C:15]1[CH:20]=[CH:19][C:18]([Cl:21])=[CH:17][CH:16]=1)=O.[F:22][C:23]([F:31])([F:30])[C:24](=[O:29])[CH2:25][C:26](=O)[CH3:27].C(O)(C)C, predict the reaction product. The product is: [Cl:21][C:18]1[CH:19]=[CH:20][C:15]([C:13]2[C:3]3[C:2](=[CH:7][CH:6]=[C:5]([O:8][C:9]([F:12])([F:11])[F:10])[CH:4]=3)[N:1]=[C:26]([CH3:27])[C:25]=2[C:24](=[O:29])[C:23]([F:31])([F:30])[F:22])=[CH:16][CH:17]=1. (8) Given the reactants [C:1]1([C:9]2[CH:14]=[CH:13][CH:12]=[CH:11][CH:10]=2)[CH:6]=[CH:5][C:4]([CH:7]=O)=[CH:3][CH:2]=1.[C:15]12([NH2:25])[CH2:24][CH:19]3[CH2:20][CH:21]([CH2:23][CH:17]([CH2:18]3)[CH2:16]1)[CH2:22]2, predict the reaction product. The product is: [C:15]12([NH:25][CH2:7][C:4]3[CH:5]=[CH:6][C:1]([C:9]4[CH:14]=[CH:13][CH:12]=[CH:11][CH:10]=4)=[CH:2][CH:3]=3)[CH2:22][CH:21]3[CH2:20][CH:19]([CH2:18][CH:17]([CH2:23]3)[CH2:16]1)[CH2:24]2. (9) Given the reactants [C:1]([OH:10])(=[O:9])/[CH:2]=[CH:3]\[CH:4]=[CH:5]/[C:6]([OH:8])=[O:7].[OH-].[Na+].C, predict the reaction product. The product is: [C:1]([OH:10])(=[O:9])/[CH:2]=[CH:3]/[CH:4]=[CH:5]/[C:6]([OH:8])=[O:7].